This data is from Forward reaction prediction with 1.9M reactions from USPTO patents (1976-2016). The task is: Predict the product of the given reaction. Given the reactants C([N:8]1[CH2:12][CH2:11][CH:10]([CH2:13][OH:14])[CH2:9]1)C1C=CC=CC=1.[H-].[Na+].[Br:17][C:18]1[CH:19]=[N:20][CH:21]=[C:22](Br)[CH:23]=1.O, predict the reaction product. The product is: [Br:17][C:18]1[CH:23]=[C:22]([O:14][CH2:13][CH:10]2[CH2:11][CH2:12][NH:8][CH2:9]2)[CH:21]=[N:20][CH:19]=1.